This data is from Reaction yield outcomes from USPTO patents with 853,638 reactions. The task is: Predict the reaction yield, written as a fraction of the theoretical maximum amount of product (1.0 means a 100% yield; for example, 0.34 means a 34% yield). The reactants are [Cl-].[Al+3].[Cl-].[Cl-].[C:5](Cl)(=[O:8])[CH2:6][CH3:7].[CH2:10]([S:12][C:13]1[CH:18]=[CH:17][CH:16]=[CH:15][CH:14]=1)[CH3:11].Cl. The catalyst is C(Cl)Cl. The product is [CH2:10]([S:12][C:13]1[CH:18]=[CH:17][C:16]([C:5](=[O:8])[CH2:6][CH3:7])=[CH:15][CH:14]=1)[CH3:11]. The yield is 0.880.